The task is: Predict the reactants needed to synthesize the given product.. This data is from Full USPTO retrosynthesis dataset with 1.9M reactions from patents (1976-2016). (1) Given the product [CH3:1][N:2]1[C:6]2=[CH:7][N:8]=[CH:9][C:10]([C:11]#[C:12][C:13]3[CH:14]=[C:15]([NH:19][C:27]([NH:26][C:20]4[CH:25]=[CH:24][CH:23]=[CH:22][CH:21]=4)=[O:28])[CH:16]=[CH:17][CH:18]=3)=[C:5]2[CH:4]=[N:3]1, predict the reactants needed to synthesize it. The reactants are: [CH3:1][N:2]1[C:6]2=[CH:7][N:8]=[CH:9][C:10]([C:11]#[C:12][C:13]3[CH:14]=[C:15]([NH2:19])[CH:16]=[CH:17][CH:18]=3)=[C:5]2[CH:4]=[N:3]1.[C:20]1([N:26]=[C:27]=[O:28])[CH:25]=[CH:24][CH:23]=[CH:22][CH:21]=1. (2) Given the product [C:1]([B-:3]([C:8]#[N:9])([C:6]#[N:7])[C:4]#[N:5])#[N:2].[CH3:12][N+:13]1([CH2:18][CH2:19][CH2:20][CH2:21][CH2:22][CH2:23][CH2:24][CH3:25])[CH2:14][CH2:15][CH2:16][CH2:17]1, predict the reactants needed to synthesize it. The reactants are: [C:1]([B-:3]([C:8]#[N:9])([C:6]#[N:7])[C:4]#[N:5])#[N:2].[K+].[Br-].[CH3:12][N+:13]1([CH2:18][CH2:19][CH2:20][CH2:21][CH2:22][CH2:23][CH2:24][CH3:25])[CH2:17][CH2:16][CH2:15][CH2:14]1.